Task: Predict the reactants needed to synthesize the given product.. Dataset: Full USPTO retrosynthesis dataset with 1.9M reactions from patents (1976-2016) (1) Given the product [CH:1]1([C:4]2[O:8][N:7]=[C:6]([CH:9]3[CH2:11][CH:10]3[C:12]3[CH:17]=[CH:16][CH:15]=[CH:14][CH:13]=3)[C:5]=2[CH2:18][O:19][CH:20]2[CH2:26][CH:25]3[N:27]([C:28]4[S:29][C:30]5[CH:36]=[C:35]([C:37]([OH:39])=[O:38])[CH:34]=[CH:33][C:31]=5[N:32]=4)[CH:22]([CH2:23][CH2:24]3)[CH2:21]2)[CH2:2][CH2:3]1, predict the reactants needed to synthesize it. The reactants are: [CH:1]1([C:4]2[O:8][N:7]=[C:6]([CH:9]3[CH2:11][CH:10]3[C:12]3[CH:17]=[CH:16][CH:15]=[CH:14][CH:13]=3)[C:5]=2[CH2:18][O:19][CH:20]2[CH2:26][CH:25]3[N:27]([C:28]4[S:29][C:30]5[CH:36]=[C:35]([C:37]([O:39]CC)=[O:38])[CH:34]=[CH:33][C:31]=5[N:32]=4)[CH:22]([CH2:23][CH2:24]3)[CH2:21]2)[CH2:3][CH2:2]1.CO.O.[Li+].[OH-]. (2) Given the product [F:12][C:9]([F:11])([F:10])[C:7]1[CH:6]=[C:5]([C@H:13]([O:15][C@@H:16]2[C@@H:21]([C:22]3[CH:23]=[CH:24][CH:25]=[CH:26][CH:27]=3)[C@H:20]([CH2:28][N:40]3[CH2:41][CH2:42][C:37]4([O:36][CH2:35][CH2:34][CH:33]4[OH:32])[CH2:38][CH2:39]3)[CH2:19][CH2:18][O:17]2)[CH3:14])[CH:4]=[C:3]([C:2]([F:30])([F:31])[F:1])[CH:8]=1, predict the reactants needed to synthesize it. The reactants are: [F:1][C:2]([F:31])([F:30])[C:3]1[CH:4]=[C:5]([C@H:13]([O:15][C@@H:16]2[C@@H:21]([C:22]3[CH:27]=[CH:26][CH:25]=[CH:24][CH:23]=3)[C@H:20]([CH:28]=O)[CH2:19][CH2:18][O:17]2)[CH3:14])[CH:6]=[C:7]([C:9]([F:12])([F:11])[F:10])[CH:8]=1.[OH:32][CH:33]1[C:37]2([CH2:42][CH2:41][NH:40][CH2:39][CH2:38]2)[O:36][CH2:35][CH2:34]1. (3) Given the product [F:15][C:16]1[CH:17]=[C:18]2[C:22](=[CH:23][CH:24]=1)[CH:21]([NH:25][C:8]1[CH:7]=[CH:6][C:5]3[C:4]([NH2:1])=[CH:13][CH:12]=[CH:11][C:10]=3[N:9]=1)[CH2:20][CH2:19]2, predict the reactants needed to synthesize it. The reactants are: [N+:1]([C:4]1[CH:13]=[CH:12][CH:11]=[C:10]2[C:5]=1[CH:6]=[CH:7][C:8](Cl)=[N:9]2)([O-])=O.[F:15][C:16]1[CH:17]=[C:18]2[C:22](=[CH:23][CH:24]=1)[CH:21]([NH2:25])[CH2:20][CH2:19]2. (4) The reactants are: [OH:1][C:2]([CH3:35])([CH3:34])[CH2:3][C@@:4]1([C:28]2[CH:33]=[CH:32][CH:31]=[CH:30][CH:29]=2)[O:9][C:8](=[O:10])[N:7]([C@H:11]([C:13]2[CH:18]=[CH:17][C:16](B3OC(C)(C)C(C)(C)O3)=[CH:15][CH:14]=2)[CH3:12])[CH2:6][CH2:5]1.Br[C:37]1[CH:38]=[CH:39][C:40](=[O:46])[N:41]([CH:43]([CH3:45])[CH3:44])[CH:42]=1. Given the product [OH:1][C:2]([CH3:35])([CH3:34])[CH2:3][C@@:4]1([C:28]2[CH:33]=[CH:32][CH:31]=[CH:30][CH:29]=2)[O:9][C:8](=[O:10])[N:7]([C@H:11]([C:13]2[CH:14]=[CH:15][C:16]([C:37]3[CH:38]=[CH:39][C:40](=[O:46])[N:41]([CH:43]([CH3:45])[CH3:44])[CH:42]=3)=[CH:17][CH:18]=2)[CH3:12])[CH2:6][CH2:5]1, predict the reactants needed to synthesize it. (5) Given the product [CH3:32][O:33][C:34](=[O:42])[C@@H:35]([NH:41][C:17](=[O:19])[C@@H:16]([NH:15][C:13](=[O:14])[C@@H:12]([CH3:43])[CH2:24][C:25]1[CH:26]=[CH:27][C:28]([OH:31])=[CH:29][CH:30]=1)[CH2:20][CH:21]([CH3:22])[CH3:23])[CH2:36][CH2:37][CH2:38][CH2:39][OH:40], predict the reactants needed to synthesize it. The reactants are: C(OC(N[C@@H:12]([CH2:24][C:25]1[CH:30]=[CH:29][C:28]([OH:31])=[CH:27][CH:26]=1)[C:13]([NH:15][C@@H:16]([CH2:20][CH:21]([CH3:23])[CH3:22])[C:17]([OH:19])=O)=[O:14])=O)C1C=CC=CC=1.[CH3:32][O:33][C:34](=[O:42])[C@@H:35]([NH2:41])[CH2:36][CH2:37][CH2:38][CH2:39][OH:40].[CH3:43]N(C(ON1N=NC2C=CC=NC1=2)=[N+](C)C)C.F[P-](F)(F)(F)(F)F.CCN(C(C)C)C(C)C.